From a dataset of Catalyst prediction with 721,799 reactions and 888 catalyst types from USPTO. Predict which catalyst facilitates the given reaction. Reactant: [CH2:1]([NH2:4])[CH2:2][CH3:3].C(N(CC)CC)C.Cl[C:13]([O:15][CH2:16][C:17]1[CH:22]=[CH:21][CH:20]=[CH:19][CH:18]=1)=[O:14]. Product: [CH2:1]([NH:4][C:13](=[O:14])[O:15][CH2:16][C:17]1[CH:22]=[CH:21][CH:20]=[CH:19][CH:18]=1)[CH2:2][CH3:3]. The catalyst class is: 2.